This data is from Reaction yield outcomes from USPTO patents with 853,638 reactions. The task is: Predict the reaction yield, written as a fraction of the theoretical maximum amount of product (1.0 means a 100% yield; for example, 0.34 means a 34% yield). (1) The reactants are CC1NC(C)=C([CH:7]([C:9]2[CH:10]=[CH:11][CH:12]=[C:13]3[C:18]=2[N:17]=[CH:16][CH:15]=[CH:14]3)C)N=1.[As](=O)(O)(O)[OH:21].OCC([CH2:29][OH:30])O. The catalyst is S(=O)(=O)(O)O.O. The product is [CH3:7][C:9]1[C:10]([C:29]([OH:30])=[O:21])=[CH:11][CH:12]=[C:13]2[C:18]=1[N:17]=[CH:16][CH:15]=[CH:14]2. The yield is 0.520. (2) The yield is 0.790. The product is [Br:3][C:4]1[S:5][C:6]2[CH2:7][C:8]3[C:14]([C:15]4[CH:20]=[CH:19][C:18]([O:21][CH3:22])=[CH:17][CH:16]=4)=[N:13][N:12]([CH2:30][O:29][CH2:28][CH2:27][Si:24]([CH3:26])([CH3:25])[CH3:23])[C:9]=3[C:10]=2[CH:11]=1. The catalyst is C1COCC1. The reactants are [H-].[Na+].[Br:3][C:4]1[S:5][C:6]2[CH2:7][C:8]3[C:14]([C:15]4[CH:20]=[CH:19][C:18]([O:21][CH3:22])=[CH:17][CH:16]=4)=[N:13][NH:12][C:9]=3[C:10]=2[CH:11]=1.[CH3:23][Si:24]([CH2:27][CH2:28][O:29][CH2:30]Cl)([CH3:26])[CH3:25].